Dataset: Full USPTO retrosynthesis dataset with 1.9M reactions from patents (1976-2016). Task: Predict the reactants needed to synthesize the given product. (1) Given the product [C:1]([O:9][CH2:10][CH2:17][C:11]1[CH:16]=[CH:15][CH:14]=[CH:13][CH:12]=1)(=[O:8])[C:2]1[CH:7]=[CH:6][CH:5]=[CH:4][CH:3]=1, predict the reactants needed to synthesize it. The reactants are: [C:1]([O:9][CH3:10])(=[O:8])[C:2]1[CH:7]=[CH:6][CH:5]=[CH:4][CH:3]=1.[C:11]1([CH2:17]CO)[CH:16]=[CH:15][CH:14]=[CH:13][CH:12]=1. (2) Given the product [Cl:14][C:13]1[CH:12]=[C:11]2[C:4](=[CH:3][C:2]=1[Cl:1])[O:5][CH2:6][CH2:7][C:8]2=[O:10], predict the reactants needed to synthesize it. The reactants are: [Cl:1][C:2]1[CH:3]=[C:4]([CH:11]=[CH:12][C:13]=1[Cl:14])[O:5][CH2:6][CH2:7][C:8]([OH:10])=O.F. (3) The reactants are: [N+:1]([C:4]1[CH:5]=[C:6]([CH:10]=[C:11]([C:13]2[O:14][C:15]3[C:16]([N:21]=2)=[N:17][CH:18]=[CH:19][CH:20]=3)[CH:12]=1)[C:7](O)=[O:8])([O-:3])=[O:2].CN1CCOCC1.ClC(OCC(C)C)=O.[BH4-].[Na+]. Given the product [N+:1]([C:4]1[CH:5]=[C:6]([CH2:7][OH:8])[CH:10]=[C:11]([C:13]2[O:14][C:15]3[C:16]([N:21]=2)=[N:17][CH:18]=[CH:19][CH:20]=3)[CH:12]=1)([O-:3])=[O:2], predict the reactants needed to synthesize it. (4) Given the product [CH:1]1([CH2:5][O:6][C:10]2[CH:15]=[CH:14][C:13]([N+:16]([O-:18])=[O:17])=[CH:12][CH:11]=2)[CH2:4][CH2:3][CH2:2]1, predict the reactants needed to synthesize it. The reactants are: [CH:1]1([CH2:5][OH:6])[CH2:4][CH2:3][CH2:2]1.[H-].[Na+].F[C:10]1[CH:15]=[CH:14][C:13]([N+:16]([O-:18])=[O:17])=[CH:12][CH:11]=1.[Cl-].[NH4+]. (5) Given the product [F:1][CH:2]([F:22])[C:3]1[C:8]([N:9]2[CH2:14][CH2:13][CH:12]([C:15]([OH:18])([CH3:17])[CH3:16])[CH2:11][CH2:10]2)=[N:7][CH:6]=[C:5]([C:24]2[C:33]3[C:28](=[CH:29][C:30]([O:36][CH3:37])=[C:31]([O:34][CH3:35])[CH:32]=3)[N:27]=[N:26][CH:25]=2)[CH:4]=1, predict the reactants needed to synthesize it. The reactants are: [F:1][CH:2]([F:22])[C:3]1[CH:4]=[C:5](B(O)O)[CH:6]=[N:7][C:8]=1[N:9]1[CH2:14][CH2:13][CH:12]([C:15]([OH:18])([CH3:17])[CH3:16])[CH2:11][CH2:10]1.Br[C:24]1[C:33]2[C:28](=[CH:29][C:30]([O:36][CH3:37])=[C:31]([O:34][CH3:35])[CH:32]=2)[N:27]=[N:26][CH:25]=1.O1CCOCC1.C(=O)([O-])[O-].[Cs+].[Cs+]. (6) Given the product [F:67][C:65]1[CH:64]=[C:63]([F:68])[CH:62]=[C:61]2[C:66]=1[C:57]([NH:49][C:48]1[CH:47]=[C:46]([N:50]3[CH2:55][CH2:54][O:53][CH2:52][CH2:51]3)[N:45]=[CH:44][C:43]=1[C:40]1[CH:41]=[N:42][C:37]([O:36][CH3:35])=[CH:38][CH:39]=1)=[C:58]([CH3:76])[C:59]([C:69]1[CH:74]=[CH:73][C:72]([CH3:75])=[CH:71][N:70]=1)=[N:60]2, predict the reactants needed to synthesize it. The reactants are: C1(P(C2CCCCC2)C2C=CC=CC=2C2C(C(C)C)=CC(C(C)C)=CC=2C(C)C)CCCCC1.[CH3:35][O:36][C:37]1[N:42]=[CH:41][C:40]([C:43]2[CH:44]=[N:45][C:46]([N:50]3[CH2:55][CH2:54][O:53][CH2:52][CH2:51]3)=[CH:47][C:48]=2[NH2:49])=[CH:39][CH:38]=1.Cl[C:57]1[C:66]2[C:61](=[CH:62][C:63]([F:68])=[CH:64][C:65]=2[F:67])[N:60]=[C:59]([C:69]2[CH:74]=[CH:73][C:72]([CH3:75])=[CH:71][N:70]=2)[C:58]=1[CH3:76].CC(C)([O-])C.[Na+].